Task: Predict the reactants needed to synthesize the given product.. Dataset: Full USPTO retrosynthesis dataset with 1.9M reactions from patents (1976-2016) (1) The reactants are: [CH3:1][C@H:2]1[C@@H:6]2[CH2:7][CH2:8][C:9]([CH3:11])=[CH:10][C@@H:5]2[O:4][CH2:3]1.C([O:16]O)(C)(C)C.[OH-].[Na+]. Given the product [OH:16][CH2:11][C:9]1[CH2:10][CH:5]2[CH:6]([CH2:7][CH:8]=1)[CH:2]([CH3:1])[CH2:3][O:4]2, predict the reactants needed to synthesize it. (2) Given the product [CH3:21][CH:22]([C:26]([NH:28][CH2:29][C:30]1[CH:35]=[CH:34][CH:33]=[C:32]([C:36]([F:37])([F:38])[F:39])[CH:31]=1)=[O:27])[C:23]([NH:1][CH:2]1[C:3](=[O:20])[N:4]([CH3:19])[C:5]2[CH:18]=[CH:17][CH:16]=[CH:15][C:6]=2[C:7]([C:9]2[CH:14]=[CH:13][CH:12]=[CH:11][CH:10]=2)=[N:8]1)=[O:24], predict the reactants needed to synthesize it. The reactants are: [NH2:1][CH:2]1[N:8]=[C:7]([C:9]2[CH:14]=[CH:13][CH:12]=[CH:11][CH:10]=2)[C:6]2[CH:15]=[CH:16][CH:17]=[CH:18][C:5]=2[N:4]([CH3:19])[C:3]1=[O:20].[CH3:21][CH:22]([C:26]([NH:28][CH2:29][C:30]1[CH:35]=[CH:34][CH:33]=[C:32]([C:36]([F:39])([F:38])[F:37])[CH:31]=1)=[O:27])[C:23](O)=[O:24]. (3) Given the product [C:1]([C:3]1[C:12]2[C:7](=[CH:8][CH:9]=[C:10]([O:13][C:14]3[CH:15]=[CH:16][CH:17]=[CH:18][CH:19]=3)[CH:11]=2)[C:6]([OH:20])=[C:5]([C:21]([NH:23][CH2:24][C@@:25]([OH:31])([CH3:30])[C:26]([OH:28])=[O:27])=[O:22])[N:4]=1)#[N:2], predict the reactants needed to synthesize it. The reactants are: [C:1]([C:3]1[C:12]2[C:7](=[CH:8][CH:9]=[C:10]([O:13][C:14]3[CH:19]=[CH:18][CH:17]=[CH:16][CH:15]=3)[CH:11]=2)[C:6]([OH:20])=[C:5]([C:21]([NH:23][CH2:24][C@@:25]([OH:31])([CH3:30])[C:26]([O:28]C)=[O:27])=[O:22])[N:4]=1)#[N:2].O.CCOC(C)=O.Cl. (4) Given the product [C:1]([C:5]1[CH:6]=[C:7]([NH:19][C:25]([NH:27][C:28]2[CH:29]=[CH:44][C:39]([O:38][C:35]3[CH:36]=[CH:37][N:32]=[CH:33][CH:34]=3)=[CH:40][CH:41]=2)=[O:26])[N:8]([C:10]2[CH:15]=[CH:14][C:13]([N+:16]([O-:18])=[O:17])=[CH:12][CH:11]=2)[N:9]=1)([CH3:4])([CH3:2])[CH3:3], predict the reactants needed to synthesize it. The reactants are: [C:1]([C:5]1[CH:6]=[C:7]([NH2:19])[N:8]([C:10]2[CH:15]=[CH:14][C:13]([N+:16]([O-:18])=[O:17])=[CH:12][CH:11]=2)[N:9]=1)([CH3:4])([CH3:3])[CH3:2].C1N=CN([C:25]([N:27]2C=N[CH:29]=[CH:28]2)=[O:26])C=1.[N:32]1[CH:37]=[CH:36][C:35]([O:38][C:39]2[CH:44]=CC(N)=[CH:41][CH:40]=2)=[CH:34][CH:33]=1. (5) Given the product [CH:15]1([O:14][CH:11]2[CH2:12][CH2:13][N:8]([C:5]3[N:4]=[CH:3][C:2]([B:21]([OH:26])[OH:22])=[CH:7][N:6]=3)[CH2:9][CH2:10]2)[CH2:20][CH2:19][CH2:18][CH2:17][CH2:16]1, predict the reactants needed to synthesize it. The reactants are: Br[C:2]1[CH:3]=[N:4][C:5]([N:8]2[CH2:13][CH2:12][CH:11]([O:14][CH:15]3[CH2:20][CH2:19][CH2:18][CH2:17][CH2:16]3)[CH2:10][CH2:9]2)=[N:6][CH:7]=1.[B:21](OC(C)C)([O:26]C(C)C)[O:22]C(C)C.CO.Cl.